The task is: Predict the reactants needed to synthesize the given product.. This data is from Retrosynthesis with 50K atom-mapped reactions and 10 reaction types from USPTO. (1) The reactants are: CC(C)(C)OC(=O)CCNC(=O)c1cc2c(Nc3ccc(-c4ccccc4)cc3)cncc2s1. Given the product O=C(O)CCNC(=O)c1cc2c(Nc3ccc(-c4ccccc4)cc3)cncc2s1, predict the reactants needed to synthesize it. (2) Given the product O=C(Nc1cccc(Oc2ccc3nccnc3c2)c1)c1cccc(F)c1, predict the reactants needed to synthesize it. The reactants are: Nc1cccc(Oc2ccc3nccnc3c2)c1.O=C(O)c1cccc(F)c1. (3) Given the product COc1ccc2c(Nc3c(Cl)cncc3Cl)cc(=O)[nH]c2c1OCCCCCCN(C)CCCO, predict the reactants needed to synthesize it. The reactants are: CNCCCO.COc1ccc2c(Nc3c(Cl)cncc3Cl)cc(=O)[nH]c2c1OCCCCCCCl. (4) Given the product COCCN1CCC(=O)N(C)c2cnc(Nc3ccc(C(=O)NC4CCN(C)CC4)cc3OC)nc21, predict the reactants needed to synthesize it. The reactants are: CN1CCC(N)CC1.COCCN1CCC(=O)N(C)c2cnc(Nc3ccc(C(=O)O)cc3OC)nc21. (5) Given the product CCOC(=O)C(C)Nc1cccc(C)c1C, predict the reactants needed to synthesize it. The reactants are: CCOC(=O)C(C)=O.Cc1cccc(N)c1C. (6) Given the product COc1cccc2c(Nc3ccccc3)nc(Cl)nc12, predict the reactants needed to synthesize it. The reactants are: COc1cccc2c(Cl)nc(Cl)nc12.Nc1ccccc1. (7) Given the product Oc1ccc(-c2cccnc2)cc1, predict the reactants needed to synthesize it. The reactants are: OB(O)c1cccnc1.Oc1ccc(Br)cc1.